This data is from Catalyst prediction with 721,799 reactions and 888 catalyst types from USPTO. The task is: Predict which catalyst facilitates the given reaction. (1) Reactant: C([O:3][C:4](=[O:18])[CH2:5][C@@H:6]([NH:14][C:15](=[O:17])[CH3:16])[CH2:7][C@H:8]([CH3:13])[CH2:9][CH2:10][CH2:11][CH3:12])C.[OH-].[Na+:20]. Product: [Na+:20].[C:15]([NH:14][C@@H:6]([CH2:7][C@H:8]([CH3:13])[CH2:9][CH2:10][CH2:11][CH3:12])[CH2:5][C:4]([O-:18])=[O:3])(=[O:17])[CH3:16]. The catalyst class is: 5. (2) Reactant: Cl.[C:2]1([C:8]2([C:13]3[CH:18]=[CH:17][CH:16]=[CH:15][CH:14]=3)[CH2:12][CH2:11][NH:10][CH2:9]2)[CH:7]=[CH:6][CH:5]=[CH:4][CH:3]=1.[CH:19]([C:21]1[CH:36]=[CH:35][C:24]([O:25][C:26]2[CH:34]=[CH:33][C:29]([C:30]([NH2:32])=[O:31])=[CH:28][N:27]=2)=[CH:23][CH:22]=1)=O.C(O[BH-](OC(=O)C)OC(=O)C)(=O)C.[Na+].C(O)(=O)C. Product: [C:2]1([C:8]2([C:13]3[CH:18]=[CH:17][CH:16]=[CH:15][CH:14]=3)[CH2:12][CH2:11][N:10]([CH2:19][C:21]3[CH:36]=[CH:35][C:24]([O:25][C:26]4[CH:34]=[CH:33][C:29]([C:30]([NH2:32])=[O:31])=[CH:28][N:27]=4)=[CH:23][CH:22]=3)[CH2:9]2)[CH:3]=[CH:4][CH:5]=[CH:6][CH:7]=1. The catalyst class is: 26. (3) Reactant: [Cl:1][C:2]1[CH:15]=[CH:14][CH:13]=[CH:12][C:3]=1[CH2:4][NH:5][C:6]1[S:7][CH2:8][C:9](=[O:11])[N:10]=1.[CH2:16]([O:18][C:19]1[C:28]2[C:23](=[CH:24][CH:25]=[C:26]([CH:29]=O)[CH:27]=2)[N:22]=[C:21]([NH:31][CH3:32])[N:20]=1)[CH3:17].C(O)(=O)C1C=CC=CC=1.N1CCCCC1. Product: [Cl:1][C:2]1[CH:15]=[CH:14][CH:13]=[CH:12][C:3]=1[CH2:4][NH:5][C:6]1[S:7][C:8](=[CH:29][C:26]2[CH:27]=[C:28]3[C:23](=[CH:24][CH:25]=2)[N:22]=[C:21]([NH:31][CH3:32])[N:20]=[C:19]3[O:18][CH2:16][CH3:17])[C:9](=[O:11])[N:10]=1. The catalyst class is: 11. (4) Reactant: [F:1][C:2]1[CH:35]=[CH:34][C:5]([C:6]([NH:8][C:9]2[C:10]([CH3:33])=[C:11]([C:15]3[C:27]4[C:26]5[C:21](=[CH:22][C:23]([CH2:28][OH:29])=[CH:24][CH:25]=5)[NH:20][C:19]=4[C:18]([C:30]([NH2:32])=[O:31])=[CH:17][CH:16]=3)[CH:12]=[CH:13][CH:14]=2)=[O:7])=[CH:4][CH:3]=1.CC(OI1(OC(C)=O)(OC(C)=O)OC(=O)C2C1=CC=CC=2)=O. Product: [F:1][C:2]1[CH:3]=[CH:4][C:5]([C:6]([NH:8][C:9]2[C:10]([CH3:33])=[C:11]([C:15]3[C:27]4[C:26]5[C:21](=[CH:22][C:23]([CH:28]=[O:29])=[CH:24][CH:25]=5)[NH:20][C:19]=4[C:18]([C:30]([NH2:32])=[O:31])=[CH:17][CH:16]=3)[CH:12]=[CH:13][CH:14]=2)=[O:7])=[CH:34][CH:35]=1. The catalyst class is: 1. (5) Reactant: [CH2:1]([O:8][C:9]1[CH:10]=[C:11]2[C:16](=[CH:17][CH:18]=1)[C:15](=[O:19])[N:14]([CH2:20][CH:21]([CH3:23])[CH3:22])[C:13]([CH2:24]Cl)=[C:12]2[C:26]1[CH:31]=[CH:30][C:29]([CH3:32])=[CH:28][CH:27]=1)[C:2]1[CH:7]=[CH:6][CH:5]=[CH:4][CH:3]=1.[C:33]1(=[O:43])[NH:37][C:36](=[O:38])[C:35]2=[CH:39][CH:40]=[CH:41][CH:42]=[C:34]12.[K].O. Product: [CH2:1]([O:8][C:9]1[CH:10]=[C:11]2[C:16](=[CH:17][CH:18]=1)[C:15](=[O:19])[N:14]([CH2:20][CH:21]([CH3:23])[CH3:22])[C:13]([CH2:24][N:37]1[C:33](=[O:43])[C:34]3[C:35](=[CH:39][CH:40]=[CH:41][CH:42]=3)[C:36]1=[O:38])=[C:12]2[C:26]1[CH:31]=[CH:30][C:29]([CH3:32])=[CH:28][CH:27]=1)[C:2]1[CH:7]=[CH:6][CH:5]=[CH:4][CH:3]=1. The catalyst class is: 9. (6) Product: [CH3:27][O:26][CH2:25][CH2:24][CH2:23][CH2:22][N:11]1[C:7]([C:1]2[CH:2]=[CH:3][CH:4]=[CH:5][CH:6]=2)=[CH:8][CH:9]=[C:10]1[C:12]([O:14][CH2:15][CH3:16])=[O:13]. Reactant: [C:1]1([C:7]2[NH:11][C:10]([C:12]([O:14][CH2:15][CH3:16])=[O:13])=[CH:9][CH:8]=2)[CH:6]=[CH:5][CH:4]=[CH:3][CH:2]=1.CS(O[CH2:22][CH2:23][CH2:24][CH2:25][O:26][CH3:27])(=O)=O.C(=O)([O-])[O-].[Cs+].[Cs+].O. The catalyst class is: 3. (7) Reactant: CCCCCCCCC([O:11][C@@H:12]1[CH2:25][C:24]2[C@@:15]([CH3:38])([C@@H:16]3[C@@H:21]([CH2:22][CH:23]=2)[C@@H:20]2[CH2:26][CH2:27][C@H:28]([C@@H:29]([CH2:31][CH2:32][CH2:33][CH:34]([CH3:36])[CH3:35])[CH3:30])[C@@:19]2([CH3:37])[CH2:18][CH2:17]3)[CH2:14][CH2:13]1)=O.COC(=O)C(C)=C.N(C(C)(CC)C#N)=NC(C)(CC)C#N.[N+]([O-])([O-])=O.[Na+]. Product: [CH3:36][CH:34]([CH2:33][CH2:32][CH2:31][C@H:29]([C@@H:28]1[C@:19]2([CH3:37])[C@H:20]([C@H:21]3[C@H:16]([CH2:17][CH2:18]2)[C@:15]2([CH3:38])[C:24]([CH2:25][C@H:12]([CH2:13][CH2:14]2)[OH:11])=[CH:23][CH2:22]3)[CH2:26][CH2:27]1)[CH3:30])[CH3:35]. The catalyst class is: 2. (8) Reactant: [CH3:1][C:2]1([CH3:10])[O:7][C:6](=[O:8])[CH2:5][C:4](=[O:9])[O:3]1.N1C=CC=CC=1.[C:17](Cl)(=[O:20])[CH2:18][CH3:19]. Product: [OH:20][C:17](=[C:5]1[C:6](=[O:8])[O:7][C:2]([CH3:10])([CH3:1])[O:3][C:4]1=[O:9])[CH2:18][CH3:19]. The catalyst class is: 646.